From a dataset of Full USPTO retrosynthesis dataset with 1.9M reactions from patents (1976-2016). Predict the reactants needed to synthesize the given product. (1) The reactants are: Br[C:2]1[CH:3]=N[NH:5][C:6]=1[C:7]([NH:9][C:10]1[CH:11]=[C:12]2[CH:18]=[C:17]([C:19]3[CH:24]=[CH:23][CH:22]=[CH:21][CH:20]=3)[NH:16][C:13]2=[N:14][CH:15]=1)=[O:8].CC1C(C2C=CC=CC=2)=NN[C:30]=1[C:31](NC1C=C2C=C(C3C=CC=CC=3)NC2=NC=1)=[O:32].C1(C2C=C(C(NC3C=C4C=C(C5C=CC=CC=5)NC4=NC=3)=O)NN=2)CC1.FC1C=C2C(=CC=1)NN=C2C(NC1C=C2C=C(C3C=CC=CC=3)NC2=NC=1)=O.C1(C2NC3=NC=C(NC(C4C=CN=CN=4)=O)C=C3C=2)C=CC=CC=1.FC1C(C(NC2C=C3C=C(C4C=CC=CC=4)NC3=NC=2)=O)=NC=CC=1.CC1C(C(NC2C=C3C=C(C4C=CC=CC=4)NC3=NC=2)=O)=C(C)ON=1.C1(C2NC3=NC=C(NC(C4N=NC=CC=4)=O)C=C3C=2)C=CC=CC=1.C1(C2NC3=NC=C(NC(C4C=NNN=4)=O)C=C3C=2)C=CC=CC=1.CC1C(C(NC2C=C3C=C(C4C=CC=CC=4)NC3=NC=2)=O)=NC=CC=1. Given the product [CH3:3][C:2]1[C:6]([C:7]([NH:9][C:10]2[CH:11]=[C:12]3[CH:18]=[C:17]([C:19]4[CH:24]=[CH:23][CH:22]=[CH:21][CH:20]=4)[NH:16][C:13]3=[N:14][CH:15]=2)=[O:8])=[N:5][O:32][C:31]=1[CH3:30], predict the reactants needed to synthesize it. (2) Given the product [CH3:9][C:2]1[NH:11][N:10]([C:12]2[N:17]=[C:16]([C:18]([F:20])([F:19])[F:21])[CH:15]=[CH:14][N:13]=2)[C:4](=[O:6])[CH:3]=1, predict the reactants needed to synthesize it. The reactants are: O=[C:2]([CH3:9])[CH2:3][C:4]([O:6]CC)=O.[NH:10]([C:12]1[N:17]=[C:16]([C:18]([F:21])([F:20])[F:19])[CH:15]=[CH:14][N:13]=1)[NH2:11].C([O-])(=O)C.[Na+]. (3) Given the product [N+:20]([C:18]1[CH:17]=[CH:16][C:10]2[O:11][CH2:12][C@@H:13]([CH:15]([OH:14])[CH3:23])[O:8][C:9]=2[CH:19]=1)([O-:22])=[O:21], predict the reactants needed to synthesize it. The reactants are: C([O:8][C:9]1[CH:19]=[C:18]([N+:20]([O-:22])=[O:21])[CH:17]=[CH:16][C:10]=1[O:11][CH2:12][C@H:13]1[CH2:15][O:14]1)C1C=CC=CC=1.[C:23](=O)(O)[O-].[Na+].C(O)C. (4) Given the product [O:40]1[C:36]2[CH:35]=[CH:34][C:33]([C:2]3[CH:3]=[CH:4][C:5]([S:8]([N:11]4[CH2:12][CH2:13][C:14]5([O:19][CH2:18][C:17](=[O:20])[N:16]([CH2:21][CH3:22])[CH2:15]5)[CH2:23][CH2:24]4)(=[O:10])=[O:9])=[CH:6][CH:7]=3)=[CH:41][C:37]=2[CH:38]=[CH:39]1, predict the reactants needed to synthesize it. The reactants are: Br[C:2]1[CH:7]=[CH:6][C:5]([S:8]([N:11]2[CH2:24][CH2:23][C:14]3([O:19][CH2:18][C:17](=[O:20])[N:16]([CH2:21][CH3:22])[CH2:15]3)[CH2:13][CH2:12]2)(=[O:10])=[O:9])=[CH:4][CH:3]=1.CC1(C)C(C)(C)OB([C:33]2[CH:34]=[CH:35][C:36]3[O:40][CH:39]=[CH:38][C:37]=3[CH:41]=2)O1.C(=O)([O-])[O-].[K+].[K+]. (5) Given the product [O:26]1[C:27]2[CH:28]=[CH:29][C:21]([CH2:20][NH:30][C:2]3[N:7]=[C:6]4[N:8]([C:9]5[CH:13]=[C:12]([CH:14]6[CH2:16][CH2:15]6)[NH:11][N:10]=5)[CH:31]=[N:17][C:5]4=[CH:4][CH:3]=3)=[CH:22][C:23]=2[O:24][CH2:25]1, predict the reactants needed to synthesize it. The reactants are: Cl[C:2]1[N:7]=[C:6]([NH:8][C:9]2[CH:13]=[C:12]([CH:14]3[CH2:16][CH2:15]3)[NH:11][N:10]=2)[C:5]([N+:17]([O-])=O)=[CH:4][CH:3]=1.[CH2:20]([NH2:30])[C:21]1[CH:29]=[CH:28][C:27]2[O:26][CH2:25][O:24][C:23]=2[CH:22]=1.[C:31]([O-])(O)=O.[Na+].C(O)=O.C([O-])([O-])=O.[Na+].[Na+]. (6) Given the product [CH3:22][O:21][C:19]1[CH:18]=[C:5]([CH:4]=[C:3]([O:2][CH3:1])[CH:20]=1)[C:6]1[O:7][C:8]2[C:13]([C:14](=[O:16])[CH:15]=1)=[CH:12][CH:11]=[C:10]([O:17][CH2:25][CH:27]1[O:29][CH2:28]1)[CH:9]=2, predict the reactants needed to synthesize it. The reactants are: [CH3:1][O:2][C:3]1[CH:4]=[C:5]([CH:18]=[C:19]([O:21][CH3:22])[CH:20]=1)[C:6]1[O:7][C:8]2[C:13]([C:14](=[O:16])[CH:15]=1)=[CH:12][CH:11]=[C:10]([OH:17])[CH:9]=2.[H-].[Na+].[CH2:25]([CH:27]1[O:29][CH2:28]1)Cl. (7) Given the product [C:5]([C:4]1[CH:3]=[C:2]([CH:15]=[CH:14][CH:13]=1)[O:1][CH2:16][C:23]1[CH:32]=[CH:31][C:26]([C:27]([O:29][CH3:30])=[O:28])=[CH:25][CH:24]=1)(=[O:6])[C:7]1[CH:12]=[CH:11][CH:10]=[CH:9][CH:8]=1, predict the reactants needed to synthesize it. The reactants are: [OH:1][C:2]1[CH:3]=[C:4]([CH:13]=[CH:14][CH:15]=1)[C:5]([C:7]1[CH:12]=[CH:11][CH:10]=[CH:9][CH:8]=1)=[O:6].[C:16](=O)([O-])[O-].[K+].[K+].Br[C:23]1[CH:32]=[CH:31][C:26]([C:27]([O:29][CH3:30])=[O:28])=[CH:25][CH:24]=1. (8) Given the product [CH3:35][S:36]([O:31][C:30]1[C:29](=[O:32])[N:13]2[CH2:14][CH:15]3[CH2:20][CH2:19][C:18]([NH:21][C:22]([O:23][C:24]([CH3:26])([CH3:27])[CH3:25])=[O:28])([C:12]2=[N:11][C:10]=1[C:8](=[O:9])[NH:7][CH2:6][C:5]1[CH:33]=[CH:34][C:2]([F:1])=[CH:3][CH:4]=1)[CH2:17][CH2:16]3)(=[O:38])=[O:37], predict the reactants needed to synthesize it. The reactants are: [F:1][C:2]1[CH:34]=[CH:33][C:5]([CH2:6][NH:7][C:8]([C:10]2[N:11]=[C:12]3[C:18]4([NH:21][C:22](=[O:28])[O:23][C:24]([CH3:27])([CH3:26])[CH3:25])[CH2:19][CH2:20][CH:15]([CH2:16][CH2:17]4)[CH2:14][N:13]3[C:29](=[O:32])[C:30]=2[OH:31])=[O:9])=[CH:4][CH:3]=1.[CH3:35][S:36](O[S:36]([CH3:35])(=[O:38])=[O:37])(=[O:38])=[O:37].